Dataset: Forward reaction prediction with 1.9M reactions from USPTO patents (1976-2016). Task: Predict the product of the given reaction. (1) The product is: [Cl:38][C:8]1[CH:7]=[C:6]([CH2:5][C:4]([OH:39])=[O:3])[CH:11]=[CH:10][C:9]=1[NH:12][C:13]([N:15]([C:22]1[N:23]([C:31]2[CH:36]=[CH:35][C:34]([Cl:37])=[CH:33][CH:32]=2)[N:24]=[C:25]2[C:30]=1[CH:29]=[CH:28][CH:27]=[CH:26]2)[CH:16]1[CH2:17][CH2:18][CH2:19][CH2:20][CH2:21]1)=[O:14]. Given the reactants C([O:3][C:4](=[O:39])[CH2:5][C:6]1[CH:11]=[CH:10][C:9]([NH:12][C:13]([N:15]([C:22]2[N:23]([C:31]3[CH:36]=[CH:35][C:34]([Cl:37])=[CH:33][CH:32]=3)[N:24]=[C:25]3[C:30]=2[CH:29]=[CH:28][CH:27]=[CH:26]3)[CH:16]2[CH2:21][CH2:20][CH2:19][CH2:18][CH2:17]2)=[O:14])=[C:8]([Cl:38])[CH:7]=1)C.[OH-].[Li+], predict the reaction product. (2) The product is: [CH2:21]([O:23][C:24]([C:25]1[N:26]=[CH:27][N:28]2[C:30]=1[CH2:34][N:35]([CH2:46][C:47]1[CH:52]=[CH:51][C:50]([O:53][CH3:54])=[CH:49][C:48]=1[O:55][CH3:56])[C:36](=[O:45])[C:37]1[CH:43]=[C:42]([Br:44])[CH:41]=[CH:40][C:29]2=1)=[O:31])[CH3:22]. Given the reactants C[Si](C)(C)N[Si](C)(C)C.[Li]CCCC.CCCCCC.[CH2:21]([O:23][C:24](=[O:31])[CH2:25]/[N:26]=[CH:27]/[N:28]([CH3:30])[CH3:29])[CH3:22].ClC1[CH2:34][N:35]([CH2:46][C:47]2[CH:52]=[CH:51][C:50]([O:53][CH3:54])=[CH:49][C:48]=2[O:55][CH3:56])[C:36](=[O:45])[C:37]2[CH:43]=[C:42]([Br:44])[CH:41]=[CH:40]C=2N=1, predict the reaction product.